This data is from Forward reaction prediction with 1.9M reactions from USPTO patents (1976-2016). The task is: Predict the product of the given reaction. (1) Given the reactants [F:1][C:2]1[CH:7]=[CH:6][C:5]([C:8]2[C:17]3[C:12](=[CH:13][C:14]([CH3:18])=[CH:15][CH:16]=3)[N:11]=[CH:10][CH:9]=2)=[CH:4][CH:3]=1.P(Cl)(Cl)([Cl:21])=O.C([O-])(O)=O.[Na+], predict the reaction product. The product is: [Cl:21][C:10]1[CH:9]=[C:8]([C:5]2[CH:6]=[CH:7][C:2]([F:1])=[CH:3][CH:4]=2)[C:17]2[C:12](=[CH:13][C:14]([CH3:18])=[CH:15][CH:16]=2)[N:11]=1. (2) Given the reactants [Si]([O:8][CH2:9][C@@H:10]([N:12]([CH3:20])[C:13](=[O:19])[O:14][C:15]([CH3:18])([CH3:17])[CH3:16])[CH3:11])(C(C)(C)C)(C)C.CCCC[N+](CCCC)(CCCC)CCCC.[F-].[CH2:39]([C:41]1[CH:46]=[CH:45][C:44]([N:47]=[C:48]=[O:49])=[CH:43][CH:42]=1)[CH3:40], predict the reaction product. The product is: [CH2:39]([C:41]1[CH:46]=[CH:45][C:44]([NH:47][C:48](=[O:49])[O:8][CH2:9][C@@H:10]([N:12]([CH3:20])[C:13]([O:14][C:15]([CH3:16])([CH3:17])[CH3:18])=[O:19])[CH3:11])=[CH:43][CH:42]=1)[CH3:40]. (3) The product is: [CH2:25]([NH:22][C:5]1[C:4]2[N:8]=[CH:9][N:10]([C:3]=2[N:2]=[CH:1][N:6]=1)[C@@H:11]1[O:15][C@H:14]([CH2:16][OH:17])[C@@H:13]([OH:18])[C@H:12]1[OH:19])[C:26]1[CH:16]=[CH:14][CH:13]=[CH:12][CH:11]=1. Given the reactants [CH:1]1[N:6]=[C:5](Cl)[C:4]2[N:8]=[CH:9][N:10]([C@@H:11]3[O:15][C@H:14]([CH2:16][OH:17])[C@@H:13]([OH:18])[C@H:12]3[OH:19])[C:3]=2[N:2]=1.C([N:22]([CH2:25][CH3:26])CC)C, predict the reaction product. (4) The product is: [CH2:25]([C:5]1[N:6]([CH2:9][C:10]2[CH:15]=[CH:14][C:13]([C:16]3[C:17]([C:22]#[N:23])=[CH:18][CH:19]=[CH:20][CH:21]=3)=[CH:12][C:11]=2[F:24])[C:7](=[O:8])[C:2]([C:34]2[CH:35]=[CH:36][C:31]([F:30])=[CH:32][CH:33]=2)=[C:3]([CH3:29])[N:4]=1)[CH2:26][CH2:27][CH3:28]. Given the reactants Br[C:2]1[C:7](=[O:8])[N:6]([CH2:9][C:10]2[CH:15]=[CH:14][C:13]([C:16]3[C:17]([C:22]#[N:23])=[CH:18][CH:19]=[CH:20][CH:21]=3)=[CH:12][C:11]=2[F:24])[C:5]([CH2:25][CH2:26][CH2:27][CH3:28])=[N:4][C:3]=1[CH3:29].[F:30][C:31]1[CH:36]=[CH:35][C:34](B(O)O)=[CH:33][CH:32]=1.C(=O)([O-])[O-].[Cs+].[Cs+], predict the reaction product. (5) The product is: [Cl:1][C:2]1[CH:11]=[CH:10][CH:9]=[C:8]2[C:3]=1[C:4](=[O:39])[N:5]([N:33]1[CH2:38][CH2:37][N:36]([CH2:47][C:48]3[CH:49]=[CH:50][C:51]([C:54]([F:55])([F:56])[F:57])=[CH:52][CH:53]=3)[CH2:35][CH2:34]1)[C:6]([C@@H:12]([NH:15][C:16](=[O:32])[O:17][CH2:18][CH:19]1[C:31]3[CH:30]=[CH:29][CH:28]=[CH:27][C:26]=3[C:25]3[C:20]1=[CH:21][CH:22]=[CH:23][CH:24]=3)[CH2:13][CH3:14])=[N:7]2. Given the reactants [Cl:1][C:2]1[CH:11]=[CH:10][CH:9]=[C:8]2[C:3]=1[C:4](=[O:39])[N:5]([N:33]1[CH2:38][CH2:37][NH:36][CH2:35][CH2:34]1)[C:6]([C@@H:12]([NH:15][C:16](=[O:32])[O:17][CH2:18][CH:19]1[C:31]3[CH:30]=[CH:29][CH:28]=[CH:27][C:26]=3[C:25]3[C:20]1=[CH:21][CH:22]=[CH:23][CH:24]=3)[CH2:13][CH3:14])=[N:7]2.C(=O)([O-])[O-].[K+].[K+].Br[CH2:47][C:48]1[CH:53]=[CH:52][C:51]([C:54]([F:57])([F:56])[F:55])=[CH:50][CH:49]=1, predict the reaction product. (6) Given the reactants [OH-].[Na+].C([O:6][CH2:7][CH2:8][C:9]1[CH:14]=[CH:13][C:12]([C:15]2[N:19]([C:20]3[CH:25]=[CH:24][C:23]([N:26]4[CH:30]=[CH:29][CH:28]=[CH:27]4)=[CH:22][CH:21]=3)[N:18]=[C:17]([C:31]([F:34])([F:33])[F:32])[CH:16]=2)=[CH:11][CH:10]=1)(=O)C.CO.Cl, predict the reaction product. The product is: [N:26]1([C:23]2[CH:24]=[CH:25][C:20]([N:19]3[C:15]([C:12]4[CH:13]=[CH:14][C:9]([CH2:8][CH2:7][OH:6])=[CH:10][CH:11]=4)=[CH:16][C:17]([C:31]([F:33])([F:32])[F:34])=[N:18]3)=[CH:21][CH:22]=2)[CH:30]=[CH:29][CH:28]=[CH:27]1. (7) Given the reactants [CH:1]([C:4]1[CH:5]=[C:6]([C:26]2[CH:31]=[CH:30][CH:29]=[CH:28][CH:27]=2)[CH:7]=[C:8]([CH:23]([CH3:25])[CH3:24])[C:9]=1[N:10]1[CH:14]=[CH:13][N:12]=[C:11]1[C:15]1[CH:20]=[CH:19][CH:18]=[C:17]([O:21]C)[CH:16]=1)([CH3:3])[CH3:2].Cl.N1C=CC=CC=1, predict the reaction product. The product is: [CH:23]([C:8]1[CH:7]=[C:6]([C:26]2[CH:27]=[CH:28][CH:29]=[CH:30][CH:31]=2)[CH:5]=[C:4]([CH:1]([CH3:3])[CH3:2])[C:9]=1[N:10]1[CH:14]=[CH:13][N:12]=[C:11]1[C:15]1[CH:16]=[C:17]([OH:21])[CH:18]=[CH:19][CH:20]=1)([CH3:24])[CH3:25]. (8) Given the reactants [CH3:1][CH:2]([CH3:32])[CH2:3][N:4]([CH2:15][C:16]1[N:20]([CH2:21][C@H:22]2[CH2:27][CH2:26][CH2:25][NH:24][CH2:23]2)[C:19]2[CH:28]=[CH:29][CH:30]=[CH:31][C:18]=2[N:17]=1)[C@@H:5]1[C:14]2[N:13]=[CH:12][CH:11]=[CH:10][C:9]=2[CH2:8][CH2:7][CH2:6]1.[CH3:33]N(CC1N(C[C@H]2CCCN(C)C2)C2C=CC=CC=2N=1)[C@@H]1C2N=CC=CC=2CCC1, predict the reaction product. The product is: [CH3:33][N:24]1[CH2:25][CH2:26][CH2:27][C@H:22]([CH2:21][N:20]2[C:19]3[CH:28]=[CH:29][CH:30]=[CH:31][C:18]=3[N:17]=[C:16]2[CH2:15][N:4]([CH2:3][CH:2]([CH3:32])[CH3:1])[C@@H:5]2[C:14]3[N:13]=[CH:12][CH:11]=[CH:10][C:9]=3[CH2:8][CH2:7][CH2:6]2)[CH2:23]1. (9) Given the reactants [Br:1][C:2]1[CH:3]=[C:4]2[C:8](=[CH:9][CH:10]=1)[NH:7][CH:6]=[CH:5]2.ClS([N:15]=[C:16]=O)(=O)=O.CN(C=O)C, predict the reaction product. The product is: [Br:1][C:2]1[CH:3]=[C:4]2[C:8](=[CH:9][CH:10]=1)[NH:7][CH:6]=[C:5]2[C:16]#[N:15].